Dataset: Forward reaction prediction with 1.9M reactions from USPTO patents (1976-2016). Task: Predict the product of the given reaction. (1) Given the reactants [F:1][C:2]1[CH:3]=[C:4]([CH:31]=[CH:32][C:33]=1[NH:34][C:35]([C:37]1([C:40](=[O:49])[NH:41][C:42]2[CH:47]=[CH:46][C:45]([F:48])=[CH:44][CH:43]=2)[CH2:39][CH2:38]1)=[O:36])[O:5][C:6]1[CH:11]=[CH:10][N:9]=[C:8]([N:12](C(OC2C=CC=CC=2)=O)[C:13](=O)[O:14]C2C=CC=CC=2)[CH:7]=1.Cl.Cl.[N:52]1([CH2:56][CH:57]2[CH2:62][CH2:61][NH:60][CH2:59][CH2:58]2)[CH2:55][CH2:54][CH2:53]1, predict the reaction product. The product is: [N:52]1([CH2:56][CH:57]2[CH2:62][CH2:61][N:60]([C:13]([NH:12][C:8]3[CH:7]=[C:6]([O:5][C:4]4[CH:31]=[CH:32][C:33]([NH:34][C:35]([C:37]5([C:40]([NH:41][C:42]6[CH:43]=[CH:44][C:45]([F:48])=[CH:46][CH:47]=6)=[O:49])[CH2:39][CH2:38]5)=[O:36])=[C:2]([F:1])[CH:3]=4)[CH:11]=[CH:10][N:9]=3)=[O:14])[CH2:59][CH2:58]2)[CH2:55][CH2:54][CH2:53]1. (2) Given the reactants [NH2:1][C:2]1[CH:7]=[CH:6][C:5]([N:8]2[CH2:13][CH2:12][N:11](C(OC(C)(C)C)=O)[CH2:10][CH2:9]2)=[CH:4][C:3]=1[NH:21][S:22]([C:25]1[CH:30]=[CH:29][CH:28]=[CH:27][CH:26]=1)(=[O:24])=[O:23].[F:31][C:32]1[CH:37]=[C:36]([F:38])[CH:35]=[CH:34][C:33]=1[S:39](Cl)(=[O:41])=[O:40], predict the reaction product. The product is: [F:31][C:32]1[CH:37]=[C:36]([F:38])[CH:35]=[CH:34][C:33]=1[S:39]([NH:1][C:2]1[CH:7]=[CH:6][C:5]([N:8]2[CH2:13][CH2:12][NH:11][CH2:10][CH2:9]2)=[CH:4][C:3]=1[NH:21][S:22]([C:25]1[CH:30]=[CH:29][CH:28]=[CH:27][CH:26]=1)(=[O:23])=[O:24])(=[O:41])=[O:40]. (3) Given the reactants [C:1]([N:8]1[CH2:13][CH2:12][C:11](=O)[CH2:10][CH2:9]1)([O:3][C:4]([CH3:7])([CH3:6])[CH3:5])=[O:2].[CH2:15]([NH2:19])[CH:16]([CH3:18])[CH3:17].[H][H], predict the reaction product. The product is: [C:4]([O:3][C:1]([N:8]1[CH2:13][CH2:12][CH:11]([NH:19][CH2:15][CH:16]([CH3:18])[CH3:17])[CH2:10][CH2:9]1)=[O:2])([CH3:7])([CH3:6])[CH3:5]. (4) Given the reactants [NH2:1][C:2](=[S:28])[NH:3][C:4]([C:6]1([CH3:27])[CH2:14][C:13]2[C:8](=[CH:9][CH:10]=[C:11]([CH3:15])[CH:12]=2)[N:7]1[CH2:16][C:17]1[CH:22]=[CH:21][CH:20]=[C:19]([C:23]([O:25][CH3:26])=[O:24])[CH:18]=1)=[O:5].Br[CH:30]([CH2:44][CH2:45][CH2:46][CH2:47][CH2:48][CH2:49][CH2:50][CH3:51])[C:31]([C:33]1[CH:38]=[C:37]([O:39][CH3:40])[C:36]([Cl:41])=[CH:35][C:34]=1[O:42][CH3:43])=O, predict the reaction product. The product is: [CH3:26][O:25][C:23](=[O:24])[C:19]1[CH:20]=[CH:21][CH:22]=[C:17]([CH2:16][N:7]2[C:8]3[C:13](=[CH:12][C:11]([CH3:15])=[CH:10][CH:9]=3)[CH2:14][C:6]2([C:4]([NH:3][C:2]2[S:28][C:30]([CH2:44][CH2:45][CH2:46][CH2:47][CH2:48][CH2:49][CH2:50][CH3:51])=[C:31]([C:33]3[CH:38]=[C:37]([O:39][CH3:40])[C:36]([Cl:41])=[CH:35][C:34]=3[O:42][CH3:43])[N:1]=2)=[O:5])[CH3:27])[CH:18]=1. (5) Given the reactants [Cl:1][C:2]1[C:7]([C:8]([F:11])([F:10])[F:9])=[CH:6][CH:5]=[CH:4][C:3]=1[C:12]([N:14]1[CH:19]=[CH:18][C:17]2[N:20]([C:23]3[CH:28]=[CH:27][C:26]([F:29])=[CH:25][N:24]=3)[CH:21]=[N:22][C:16]=2[CH:15]1[CH3:30])=[O:13], predict the reaction product. The product is: [Cl:1][C:2]1[C:7]([C:8]([F:9])([F:10])[F:11])=[CH:6][CH:5]=[CH:4][C:3]=1[C:12]([N:14]1[CH2:19][CH2:18][C:17]2[N:20]([C:23]3[CH:28]=[CH:27][C:26]([F:29])=[CH:25][N:24]=3)[CH:21]=[N:22][C:16]=2[CH:15]1[CH3:30])=[O:13]. (6) Given the reactants [CH3:1][O:2][C:3](=[O:14])[CH2:4][O:5][C:6]1[CH:11]=[CH:10][C:9]([OH:12])=[CH:8][C:7]=1[CH3:13].[Br:15]Br, predict the reaction product. The product is: [CH3:1][O:2][C:3](=[O:14])[CH2:4][O:5][C:6]1[CH:11]=[C:10]([Br:15])[C:9]([OH:12])=[CH:8][C:7]=1[CH3:13].